Task: Predict the reaction yield, written as a fraction of the theoretical maximum amount of product (1.0 means a 100% yield; for example, 0.34 means a 34% yield).. Dataset: Reaction yield outcomes from USPTO patents with 853,638 reactions (1) The reactants are [CH3:1][O:2][C:3]1[CH:4]=[CH:5][C:6]([N+:15]([O-])=O)=[C:7]([N:9]2[CH2:14][CH2:13][CH2:12][CH2:11][CH2:10]2)[CH:8]=1. The product is [CH3:1][O:2][C:3]1[CH:4]=[CH:5][C:6]([NH2:15])=[C:7]([N:9]2[CH2:14][CH2:13][CH2:12][CH2:11][CH2:10]2)[CH:8]=1. The yield is 0.980. The catalyst is CO.[Pd]. (2) The reactants are [CH3:1][O:2][CH2:3][C:4](=O)[CH2:5][C:6]([O:8][CH3:9])=[O:7].[CH3:11]OC(OC)N(C)C.Cl.[C:20]1([NH:26][NH2:27])[CH:25]=[CH:24][CH:23]=[CH:22][CH:21]=1. The product is [CH3:1][O:2][CH2:3][C:4]1[C:5]([C:6]([O:8][CH3:9])=[O:7])=[CH:11][N:26]([C:20]2[CH:25]=[CH:24][CH:23]=[CH:22][CH:21]=2)[N:27]=1. The yield is 0.550. No catalyst specified. (3) The reactants are [C:1]1([CH:7]([C:11]2[CH:16]=[CH:15][CH:14]=[CH:13][CH:12]=2)[CH2:8][CH2:9][OH:10])[CH:6]=[CH:5][CH:4]=[CH:3][CH:2]=1.CC(OI1(OC(C)=O)(OC(C)=O)OC(=O)C2C=CC=CC1=2)=O.[OH-].[Na+]. The catalyst is C(Cl)Cl. The product is [C:11]1([CH:7]([C:1]2[CH:2]=[CH:3][CH:4]=[CH:5][CH:6]=2)[CH2:8][CH:9]=[O:10])[CH:12]=[CH:13][CH:14]=[CH:15][CH:16]=1. The yield is 0.960. (4) The reactants are [C:1]([O:4][C:5]1[CH:6]=[C:7]([CH:11]=[C:12]([O:14][C:15](=[O:17])[CH3:16])[CH:13]=1)[C:8](O)=[O:9])(=[O:3])[CH3:2].S(Cl)([Cl:20])=O. The catalyst is CN(C)C=O.C1(C)C=CC=CC=1. The product is [C:1]([O:4][C:5]1[CH:6]=[C:7]([CH:11]=[C:12]([O:14][C:15](=[O:17])[CH3:16])[CH:13]=1)[C:8]([Cl:20])=[O:9])(=[O:3])[CH3:2]. The yield is 0.955. (5) The reactants are [C:1]([O:5][C:6]([NH:8][C:9]1[CH:14]=[CH:13][CH:12]=[CH:11][C:10]=1[NH:15][C:16](=[O:24])[C:17]1[CH:22]=[CH:21][C:20](Cl)=[N:19][CH:18]=1)=[O:7])([CH3:4])([CH3:3])[CH3:2].C([N:32]1[CH2:37][CH2:36][NH:35][CH2:34][CH2:33]1)(OC(C)(C)C)=O. The catalyst is CC(N(C)C)=O. The product is [C:1]([O:5][C:6]([NH:8][C:9]1[CH:14]=[CH:13][CH:12]=[CH:11][C:10]=1[NH:15][C:16](=[O:24])[C:17]1[CH:22]=[CH:21][C:20]([N:32]2[CH2:37][CH2:36][NH:35][CH2:34][CH2:33]2)=[N:19][CH:18]=1)=[O:7])([CH3:4])([CH3:3])[CH3:2]. The yield is 0.440. (6) The reactants are C[O:2][C:3](=[O:36])[C:4]1[CH:9]=[C:8]([O:10][CH2:11][CH2:12][C:13]2[N:14]=[C:15]([NH:18][C:19]([NH:21][C:22]3[CH:27]=[CH:26][C:25]([CH3:28])=[CH:24][C:23]=3[C:29]([CH:31]3[CH2:35][CH2:34][CH2:33][CH2:32]3)=[O:30])=[O:20])[S:16][CH:17]=2)[CH:7]=[N:6][CH:5]=1. The catalyst is [Li+].[OH-]. The product is [CH:31]1([C:29]([C:23]2[CH:24]=[C:25]([CH3:28])[CH:26]=[CH:27][C:22]=2[NH:21][C:19](=[O:20])[NH:18][C:15]2[S:16][CH:17]=[C:13]([CH2:12][CH2:11][O:10][C:8]3[CH:7]=[N:6][CH:5]=[C:4]([CH:9]=3)[C:3]([OH:36])=[O:2])[N:14]=2)=[O:30])[CH2:35][CH2:34][CH2:33][CH2:32]1. The yield is 0.950. (7) The reactants are [F:1][C:2]1[C:7]([O:8][CH3:9])=[CH:6][C:5]([NH:10][C:11]2[CH:16]=[CH:15][C:14]([N:17]3[CH2:20][CH:19]([O:21][CH2:22][CH2:23][O:24][CH:25]4[CH2:30][CH2:29][CH2:28][CH2:27][O:26]4)[CH2:18]3)=[CH:13][CH:12]=2)=[C:4]([N+:31]([O-])=O)[CH:3]=1. The catalyst is CO.O1CCCC1.[C].[Pd]. The product is [F:1][C:2]1[CH:3]=[C:4]([NH2:31])[C:5]([NH:10][C:11]2[CH:12]=[CH:13][C:14]([N:17]3[CH2:18][CH:19]([O:21][CH2:22][CH2:23][O:24][CH:25]4[CH2:30][CH2:29][CH2:28][CH2:27][O:26]4)[CH2:20]3)=[CH:15][CH:16]=2)=[CH:6][C:7]=1[O:8][CH3:9]. The yield is 0.890. (8) The reactants are [OH:1][C:2]1[CH:11]=[CH:10][C:5]2[NH:6][C:7](=[O:9])[O:8][C:4]=2[CH:3]=1.C([O-])([O-])=O.[K+].[K+].[CH3:18][Si:19]([CH2:22][CH2:23][O:24][CH2:25]Cl)([CH3:21])[CH3:20]. The catalyst is CN(C=O)C. The product is [OH:1][C:2]1[CH:11]=[CH:10][C:5]2[N:6]([CH2:25][O:24][CH2:23][CH2:22][Si:19]([CH3:21])([CH3:20])[CH3:18])[C:7](=[O:9])[O:8][C:4]=2[CH:3]=1. The yield is 0.210. (9) The product is [O-:12][N+:4]1[C:5]2[CH:11]=[CH:10][CH:9]=[CH:8][C:6]=2[N:7]=[C:2]([NH:13][CH2:14][CH2:15][CH2:16][NH:17][C:18](=[O:24])[O:19][C:20]([CH3:22])([CH3:21])[CH3:23])[N:3]=1. The reactants are Cl[C:2]1[N:3]=[N+:4]([O-:12])[C:5]2[CH:11]=[CH:10][CH:9]=[CH:8][C:6]=2[N:7]=1.[NH2:13][CH2:14][CH2:15][CH2:16][NH:17][C:18](=[O:24])[O:19][C:20]([CH3:23])([CH3:22])[CH3:21].CCN(CC)CC. The catalyst is C(Cl)Cl. The yield is 0.740.